Dataset: Reaction yield outcomes from USPTO patents with 853,638 reactions. Task: Predict the reaction yield, written as a fraction of the theoretical maximum amount of product (1.0 means a 100% yield; for example, 0.34 means a 34% yield). (1) The reactants are [CH2:1]([C:3]1[C:4]([OH:25])=[C:5]([C:21]([O:23]C)=[O:22])[C:6](=[O:20])[NH:7][C:8]=1[C:9]1[C:10]([OH:19])=[C:11]2[C:15](=[CH:16][CH:17]=1)[N:14]([CH3:18])[CH:13]=[CH:12]2)[CH3:2].[Li+].[I-].Cl. The catalyst is CCOC(C)=O. The product is [CH2:1]([C:3]1[C:4]([OH:25])=[C:5]([C:21]([OH:23])=[O:22])[C:6](=[O:20])[NH:7][C:8]=1[C:9]1[C:10]([OH:19])=[C:11]2[C:15](=[CH:16][CH:17]=1)[N:14]([CH3:18])[CH:13]=[CH:12]2)[CH3:2]. The yield is 0.420. (2) The reactants are IC1C=CC([C:8]2[CH:13]=[CH:12][CH:11]=[CH:10][C:9]=2[N:14](C(=O)C)[C:15]2[CH:20]=[CH:19][CH:18]=[CH:17][CH:16]=2)=CC=1.[C:24]([C:28]1[CH:33]=[CH:32][C:31]([NH:34][C:35]2[CH:40]=[CH:39][C:38]([C:41]([CH3:44])([CH3:43])[CH3:42])=[CH:37][CH:36]=2)=[CH:30][CH:29]=1)([CH3:27])([CH3:26])[CH3:25].C(=O)([O-])[O-].[K+].[K+].[CH3:57][CH2:58][CH2:59][CH2:60][CH2:61][CH2:62][CH2:57][CH2:58][CH2:59][CH2:60][CH2:61][CH3:62].[OH-].[K+]. The catalyst is C(O)CC(C)C.[Cu].O. The yield is 0.755. The product is [C:41]([C:38]1[CH:37]=[CH:36][C:35]([N:34]([C:31]2[CH:32]=[CH:33][C:28]([C:24]([CH3:27])([CH3:26])[CH3:25])=[CH:29][CH:30]=2)[C:57]2[CH:58]=[CH:59][C:60]([C:18]3[CH:17]=[CH:16][C:15]([NH:14][C:9]4[CH:8]=[CH:13][CH:12]=[CH:11][CH:10]=4)=[CH:20][CH:19]=3)=[CH:61][CH:62]=2)=[CH:40][CH:39]=1)([CH3:44])([CH3:43])[CH3:42]. (3) The reactants are [CH:1]([C:4]1[CH:9]=[C:8]([O:10][CH3:11])[C:7]([N:12]2[CH2:17][CH2:16][NH:15][CH2:14][CH2:13]2)=[CH:6][C:5]=1[OH:18])([CH3:3])[CH3:2].C(N(CC)CC)C.[CH3:26][S:27](Cl)(=[O:29])=[O:28]. The catalyst is ClCCl. The product is [CH:1]([C:4]1[CH:9]=[C:8]([O:10][CH3:11])[C:7]([N:12]2[CH2:13][CH2:14][N:15]([S:27]([CH3:26])(=[O:29])=[O:28])[CH2:16][CH2:17]2)=[CH:6][C:5]=1[OH:18])([CH3:3])[CH3:2]. The yield is 0.160. (4) The reactants are [CH3:1][C:2]1[CH:3]=[C:4]([C:8]([C:10]2[CH:15]=[CH:14][CH:13]=[CH:12][N:11]=2)=O)[O:5][C:6]=1[CH3:7].[NH3:16]. The catalyst is CO. The product is [CH3:1][C:2]1[CH:3]=[C:4]([OH:5])[C:8]([C:10]2[CH:15]=[CH:14][CH:13]=[CH:12][N:11]=2)=[N:16][C:6]=1[CH3:7]. The yield is 0.750. (5) The reactants are Cl[C:2]1[C:3]([NH:9][C:10]([NH:12][C:13](=[O:20])[C:14]2[CH:19]=[CH:18][CH:17]=[CH:16][CH:15]=2)=[S:11])=[N:4][CH:5]=[C:6]([Cl:8])[CH:7]=1.C[O-].[Na+].O. The catalyst is CN1C(=O)CCC1. The product is [Cl:8][C:6]1[CH:7]=[C:2]2[S:11][C:10]([NH:12][C:13](=[O:20])[C:14]3[CH:19]=[CH:18][CH:17]=[CH:16][CH:15]=3)=[N:9][C:3]2=[N:4][CH:5]=1. The yield is 0.0785. (6) The reactants are [CH2:1]([O:8][C:9]1[CH:10]=[C:11]2[C:16](=[CH:17][C:18]=1[O:19][CH3:20])[N:15]=[CH:14][N:13]=[C:12]2Cl)[C:2]1[CH:7]=[CH:6][CH:5]=[CH:4][CH:3]=1.[OH:22][C:23]1[CH:24]=[C:25]2[C:29](=[N:30][CH:31]=1)[NH:28][CH:27]=[CH:26]2.C(=O)([O-])[O-].[K+].[K+]. The catalyst is CN(C=O)C. The product is [NH:28]1[C:29]2[C:25](=[CH:24][C:23]([O:22][C:12]3[C:11]4[C:16](=[CH:17][C:18]([O:19][CH3:20])=[C:9]([O:8][CH2:1][C:2]5[CH:7]=[CH:6][CH:5]=[CH:4][CH:3]=5)[CH:10]=4)[N:15]=[CH:14][N:13]=3)=[CH:31][N:30]=2)[CH:26]=[CH:27]1. The yield is 0.600.